Task: Predict the reaction yield, written as a fraction of the theoretical maximum amount of product (1.0 means a 100% yield; for example, 0.34 means a 34% yield).. Dataset: Buchwald-Hartwig C-N cross coupling reaction yields with 55,370 reactions (1) The reactants are CCc1ccc(Br)cc1.Cc1ccc(N)cc1.O=S(=O)(O[Pd]1c2ccccc2-c2ccccc2N~1)C(F)(F)F.COc1ccc(OC)c(P(C(C)(C)C)C(C)(C)C)c1-c1c(C(C)C)cc(C(C)C)cc1C(C)C.CN1CCCN2CCCN=C12.Cc1cc(-n2cccc2)no1. No catalyst specified. The product is CCc1ccc(Nc2ccc(C)cc2)cc1. The yield is 0.750. (2) The reactants are Clc1ccccn1.Cc1ccc(N)cc1.O=S(=O)(O[Pd]1c2ccccc2-c2ccccc2N~1)C(F)(F)F.COc1ccc(OC)c(P(C(C)(C)C)C(C)(C)C)c1-c1c(C(C)C)cc(C(C)C)cc1C(C)C.CN1CCCN2CCCN=C12.Cc1cc(-n2cccc2)no1. No catalyst specified. The product is Cc1ccc(Nc2ccccn2)cc1. The yield is 0.855. (3) The reactants are FC(F)(F)c1ccc(I)cc1.Cc1ccc(N)cc1.O=S(=O)(O[Pd]1c2ccccc2-c2ccccc2N~1)C(F)(F)F.COc1ccc(OC)c(P([C@]23C[C@H]4C[C@H](C[C@H](C4)C2)C3)[C@]23C[C@H]4C[C@H](C[C@H](C4)C2)C3)c1-c1c(C(C)C)cc(C(C)C)cc1C(C)C.CN1CCCN2CCCN=C12.c1ccc2nocc2c1. No catalyst specified. The product is Cc1ccc(Nc2ccc(C(F)(F)F)cc2)cc1. The yield is 0.396.